Predict the reactants needed to synthesize the given product. From a dataset of Full USPTO retrosynthesis dataset with 1.9M reactions from patents (1976-2016). (1) Given the product [CH3:34][C:5]([O:7][C:8]1[CH:13]=[CH:12][C:11]([O:14][CH2:15][C:16]2[N:17]([CH3:32])[N:18]=[C:19]([C:21]3[CH:26]=[CH:25][C:24]([O:27][C:28]([F:30])([F:29])[F:31])=[CH:23][CH:22]=3)[CH:20]=2)=[CH:10][C:9]=1[CH3:33])([CH3:6])[C:4]([OH:35])=[O:3], predict the reactants needed to synthesize it. The reactants are: C([O:3][C:4](=[O:35])[C:5]([CH3:34])([O:7][C:8]1[CH:13]=[CH:12][C:11]([O:14][CH2:15][C:16]2[N:17]([CH3:32])[N:18]=[C:19]([C:21]3[CH:26]=[CH:25][C:24]([O:27][C:28]([F:31])([F:30])[F:29])=[CH:23][CH:22]=3)[CH:20]=2)=[CH:10][C:9]=1[CH3:33])[CH3:6])C.[Li+].[OH-]. (2) Given the product [CH2:1]([O:8][C@H:9]1[C:10](=[CH2:25])[C@H:11]([CH2:19][OH:20])[C@H:12]([OH:13])[C@@H:16]1[OH:15])[C:2]1[CH:3]=[CH:4][CH:5]=[CH:6][CH:7]=1, predict the reactants needed to synthesize it. The reactants are: [CH2:1]([O:8][C@@H:9]1[C@H:16]2[C@H:12]([O:13]C(C)(C)[O:15]2)[C@@H:11]([CH2:19][O:20]C(C)(C)C)[C:10]1=[CH2:25])[C:2]1[CH:7]=[CH:6][CH:5]=[CH:4][CH:3]=1.Cl.C([O-])(O)=O.[Na+]. (3) Given the product [Cl:1][C:2]1[C:3]([C:4]#[N:5])=[CH:6][CH:7]=[C:8]2[C:9]=1[CH:10]=[CH:11][N:17]2[C@H:18]([C:19]([OH:21])([CH3:22])[CH3:20])[CH3:23], predict the reactants needed to synthesize it. The reactants are: [Cl:1][C:2]1[C:9]([C:10]#[C:11][Si](C)(C)C)=[C:8](F)[CH:7]=[CH:6][C:3]=1[C:4]#[N:5].[NH2:17][C@@H:18]([CH3:23])[C:19]([CH3:22])([OH:21])[CH3:20].C([O-])([O-])=O.[K+].[K+].CN1C(=O)CCC1. (4) Given the product [Cl:1][C:2]1[CH:3]=[C:4]([CH2:14][O:15][C:21]2[CH:20]=[CH:19][C:18]([CH2:25][CH2:26][C:27]([OH:29])=[O:28])=[C:17]([F:16])[C:22]=2[F:23])[C:5]2[O:9][C:8]([CH2:10][CH2:11][CH3:12])=[CH:7][C:6]=2[CH:13]=1, predict the reactants needed to synthesize it. The reactants are: [Cl:1][C:2]1[CH:3]=[C:4]([CH2:14][OH:15])[C:5]2[O:9][C:8]([CH2:10][CH2:11][CH3:12])=[CH:7][C:6]=2[CH:13]=1.[F:16][C:17]1[C:22]([F:23])=[C:21](O)[CH:20]=[CH:19][C:18]=1[CH2:25][CH2:26][C:27]([O:29]CC)=[O:28]. (5) Given the product [O:32]1[C@@H:6]2[C@@:7]1([OH:27])[C:2]([CH3:15])([CH3:1])[O:3][C:4]1[C:5]2=[CH:8][CH:9]=[C:10]([N+:12]([O-:14])=[O:13])[CH:11]=1, predict the reactants needed to synthesize it. The reactants are: [CH3:1][C:2]1([CH3:15])[CH:7]=[CH:6][C:5]2[CH:8]=[CH:9][C:10]([N+:12]([O-:14])=[O:13])=[CH:11][C:4]=2[O:3]1.CN1C=CN=C1.Cl[O-].[Na+].S([O-])([O-])(=[O:27])=S.[Na+].[Na+].[OH2:32]. (6) Given the product [F:1][C:2]1[C:3]([C:10](=[O:21])[C:11]2[CH:16]=[CH:15][C:14]([O:17][CH2:18][CH2:19][CH3:20])=[CH:13][CH:12]=2)=[C:4]([OH:9])[CH:5]=[C:6]([CH3:8])[CH:7]=1, predict the reactants needed to synthesize it. The reactants are: [F:1][C:2]1[CH2:7][CH:6]([CH3:8])[CH2:5][C:4](=[O:9])[C:3]=1[C:10](=[O:21])[C:11]1[CH:16]=[CH:15][C:14]([O:17][CH2:18][CH2:19][CH3:20])=[CH:13][CH:12]=1.C(N(CC)CC)C.C[Si](I)(C)C.P([O-])([O-])([O-])=O.IN1C(=O)CCC1=O.[OH-].[Na+]. (7) The reactants are: C[C:2]([O-:5])(C)C.[K+].[C:7]([CH2:9][CH:10]1[CH2:15][CH2:14][N:13]([C:16]([O:18][C:19]([CH3:22])([CH3:21])[CH3:20])=[O:17])[CH2:12][CH2:11]1)#[N:8].C(OCC)=O.O. Given the product [C:7]([CH:9]([CH:10]1[CH2:11][CH2:12][N:13]([C:16]([O:18][C:19]([CH3:22])([CH3:21])[CH3:20])=[O:17])[CH2:14][CH2:15]1)[CH:2]=[O:5])#[N:8], predict the reactants needed to synthesize it. (8) Given the product [F:14][C:10]1[CH:9]=[C:8]2[C:13](=[CH:12][CH:11]=1)[N:5]([CH2:4][C:3]([OH:31])=[O:2])[C:6]([CH3:30])=[C:7]2[CH2:15][C:16]1[CH:20]=[CH:19][S:18][C:17]=1[S:21]([C:24]1[CH:25]=[CH:26][CH:27]=[CH:28][CH:29]=1)(=[O:23])=[O:22], predict the reactants needed to synthesize it. The reactants are: C[O:2][C:3](=[O:31])[CH2:4][N:5]1[C:13]2[C:8](=[CH:9][C:10]([F:14])=[CH:11][CH:12]=2)[C:7]([CH2:15][C:16]2[CH:20]=[CH:19][S:18][C:17]=2[S:21]([C:24]2[CH:29]=[CH:28][CH:27]=[CH:26][CH:25]=2)(=[O:23])=[O:22])=[C:6]1[CH3:30].O1CCCC1.[OH-].[Na+].Cl.